From a dataset of Experimentally validated miRNA-target interactions with 360,000+ pairs, plus equal number of negative samples. Binary Classification. Given a miRNA mature sequence and a target amino acid sequence, predict their likelihood of interaction. (1) The miRNA is hsa-miR-501-3p with sequence AAUGCACCCGGGCAAGGAUUCU. The protein sequence of the target gene is MWHSVGLTLLVFVATLLIVLLLMVCGWYFVWHLFLSKFKFLRELVGDTGSQEGDHEPSGSETEEDTSSSPHRIRSARQRRAPADEGHRPLT. Result: 1 (interaction). (2) The miRNA is hsa-miR-3683 with sequence UGCGACAUUGGAAGUAGUAUCA. The protein sequence of the target gene is MAAEVLLSSLLGLLFLGLLLPARLTGGVGSLNLEELSEMRYGIQILPLPVMGGQSQASDVVVVSSKYKQRYECRLPAGAIHFQREREEETPAYQGPGIPELLSPMRDAPCLLKTKDWWTYEFCYGRHIQQYHMEDSEIKGDVLYLGHYQSSFNWDDETAKASKQHRLKRYHSQTYGNGSKCDLNGKPREAEVRFLCDEGAGISGDYIDRVDEPVSCSYVLTIRTSRLCPHPLLRPPASAAPQAILCHPALQPDEYMAYLQRQAESKQHEEKTTEEVQDTDRQVWSGSKAAGAPPKKEDVS.... Result: 0 (no interaction).